Dataset: Forward reaction prediction with 1.9M reactions from USPTO patents (1976-2016). Task: Predict the product of the given reaction. (1) Given the reactants [Cl:1][C:2]1[N:7]=[C:6]([Cl:8])[CH:5]=[C:4](Cl)[N:3]=1.Cl.[CH:11]12[NH:18][CH:15]([CH2:16][CH2:17]1)[CH2:14][O:13][CH2:12]2.C(N(CC)CC)C, predict the reaction product. The product is: [Cl:1][C:2]1[N:3]=[C:4]([N:18]2[CH:11]3[CH2:17][CH2:16][CH:15]2[CH2:14][O:13][CH2:12]3)[CH:5]=[C:6]([Cl:8])[N:7]=1. (2) Given the reactants [OH:1][CH2:2][CH2:3][O:4][C@H:5]1[CH2:10][CH2:9][C@H:8]([N:11]2[C:16](=[O:17])[C:15]([CH2:18][C:19]3[CH:24]=[CH:23][C:22]([C:25]4[C:26]([C:31]#[N:32])=[CH:27][CH:28]=[CH:29][CH:30]=4)=[CH:21][CH:20]=3)=[C:14]([CH2:33][CH2:34][CH3:35])[N:13]3[N:36]=[CH:37][N:38]=[C:12]23)[CH2:7][CH2:6]1.C(N(CC)CC)C.[CH3:46][S:47](Cl)(=[O:49])=[O:48], predict the reaction product. The product is: [CH3:46][S:47]([O:1][CH2:2][CH2:3][O:4][C@H:5]1[CH2:10][CH2:9][C@H:8]([N:11]2[C:16](=[O:17])[C:15]([CH2:18][C:19]3[CH:24]=[CH:23][C:22]([C:25]4[CH:30]=[CH:29][CH:28]=[CH:27][C:26]=4[C:31]#[N:32])=[CH:21][CH:20]=3)=[C:14]([CH2:33][CH2:34][CH3:35])[N:13]3[N:36]=[CH:37][N:38]=[C:12]23)[CH2:7][CH2:6]1)(=[O:49])=[O:48]. (3) Given the reactants [CH:1]1[C:10]2[C:5](=[CH:6][CH:7]=[CH:8][CH:9]=2)[CH:4]=[CH:3][C:2]=1[C:11]1[N:12]=[C:13]([NH:16][C:17]2[CH:26]=[CH:25][C:24]([N+:27]([O-:29])=[O:28])=[CH:23][C:18]=2[C:19]([O:21]C)=[O:20])[S:14][CH:15]=1.[OH-].[Li+], predict the reaction product. The product is: [CH:1]1[C:10]2[C:5](=[CH:6][CH:7]=[CH:8][CH:9]=2)[CH:4]=[CH:3][C:2]=1[C:11]1[N:12]=[C:13]([NH:16][C:17]2[CH:26]=[CH:25][C:24]([N+:27]([O-:29])=[O:28])=[CH:23][C:18]=2[C:19]([OH:21])=[O:20])[S:14][CH:15]=1. (4) Given the reactants O1C2C=CC=CC=2N=C1.NC1C(O)=CC=CC=1C.C(OC1C=C(CO)C(OCCCCCC)=CC=1C=O)CCCCC.NC1C=C(C(C)(C)C)C=CC=1O.[CH3:55][C:56]1[C:61]2[N:62]=[C:63]([C:65]3[C:72]([O:73][CH2:74][CH2:75][CH2:76][CH2:77][CH2:78][CH3:79])=[CH:71][C:68]([CH:69]=[O:70])=[C:67]([O:80][CH2:81][CH2:82][CH2:83][CH2:84][CH2:85][CH3:86])[CH:66]=3)[O:64][C:60]=2[CH:59]=[CH:58][CH:57]=1, predict the reaction product. The product is: [CH3:55][C:56]1[C:61]2[N:62]=[C:63]([C:65]3[CH:66]=[C:67]([O:80][CH2:81][CH2:82][CH2:83][CH2:84][CH2:85][CH3:86])[C:68]([CH2:69][OH:70])=[CH:71][C:72]=3[O:73][CH2:74][CH2:75][CH2:76][CH2:77][CH2:78][CH3:79])[O:64][C:60]=2[CH:59]=[CH:58][CH:57]=1. (5) The product is: [C:1]([O:5][C:6](=[O:7])[NH:8][CH:9]([C:10](=[O:12])[NH:33][C:34]1([C:39]#[N:40])[CH2:38][CH2:37][CH2:36][CH2:35]1)[CH2:13][C:14]([CH3:17])([CH3:16])[CH3:15])([CH3:2])([CH3:3])[CH3:4]. Given the reactants [C:1]([O:5][C:6]([NH:8][CH:9]([CH2:13][C:14]([CH3:17])([CH3:16])[CH3:15])[C:10]([OH:12])=O)=[O:7])([CH3:4])([CH3:3])[CH3:2].CN1CCOCC1.ClC(OCC(C)C)=O.[NH2:33][C:34]1([C:39]#[N:40])[CH2:38][CH2:37][CH2:36][CH2:35]1, predict the reaction product.